Task: Predict the reactants needed to synthesize the given product.. Dataset: Full USPTO retrosynthesis dataset with 1.9M reactions from patents (1976-2016) (1) Given the product [O:4]=[C:3]([C:5]1[CH:10]=[CH:9][C:8]([C:11]([F:12])([F:13])[F:14])=[CH:7][CH:6]=1)[CH2:2][NH:1][S:32]([C:29]1[CH:28]=[CH:27][C:26]([C:36]2[CH:41]=[CH:40][CH:39]=[CH:38][CH:37]=2)=[CH:31][CH:30]=1)(=[O:34])=[O:33], predict the reactants needed to synthesize it. The reactants are: [NH2:1][CH2:2][C:3]([C:5]1[CH:10]=[CH:9][C:8]([C:11]([F:14])([F:13])[F:12])=[CH:7][CH:6]=1)=[O:4].CC1C=CC(S(O)(=O)=O)=CC=1.[C:26]1([C:36]2[CH:41]=[CH:40][CH:39]=[CH:38][CH:37]=2)[CH:31]=[CH:30][C:29]([S:32](Cl)(=[O:34])=[O:33])=[CH:28][CH:27]=1.CCN(CC)CC. (2) Given the product [CH2:1]([N:8]1[CH2:13][CH2:12][N:11]([C:14]([O:16][C:17]([CH3:18])([CH3:19])[CH3:20])=[O:15])[C@H:10]([CH:21]=[O:22])[CH2:9]1)[C:2]1[CH:7]=[CH:6][CH:5]=[CH:4][CH:3]=1, predict the reactants needed to synthesize it. The reactants are: [CH2:1]([N:8]1[CH2:13][CH2:12][N:11]([C:14]([O:16][C:17]([CH3:20])([CH3:19])[CH3:18])=[O:15])[C@H:10]([CH2:21][OH:22])[CH2:9]1)[C:2]1[CH:7]=[CH:6][CH:5]=[CH:4][CH:3]=1.C(N(CC)CC)C.C(=O)([O-])O.[Na+]. (3) Given the product [CH2:1]([O:3][C:4](=[O:19])[CH2:5][O:6][C:7]1[CH:12]=[CH:11][C:10]([N:13]([CH3:14])[CH2:21][C:22]2[C:23]([CH3:38])=[N:24][C:25]([C:28]3[CH:33]=[CH:32][C:31]([C:34]([F:37])([F:36])[F:35])=[CH:30][CH:29]=3)=[CH:26][CH:27]=2)=[CH:9][C:8]=1[C:15]([F:17])([F:18])[F:16])[CH3:2], predict the reactants needed to synthesize it. The reactants are: [CH2:1]([O:3][C:4](=[O:19])[CH2:5][O:6][C:7]1[CH:12]=[CH:11][C:10]([NH:13][CH3:14])=[CH:9][C:8]=1[C:15]([F:18])([F:17])[F:16])[CH3:2].Cl[CH2:21][C:22]1[C:23]([CH3:38])=[N:24][C:25]([C:28]2[CH:33]=[CH:32][C:31]([C:34]([F:37])([F:36])[F:35])=[CH:30][CH:29]=2)=[CH:26][CH:27]=1.[Na+].[I-].C1CCN2C(=NCCC2)CC1.